Dataset: Forward reaction prediction with 1.9M reactions from USPTO patents (1976-2016). Task: Predict the product of the given reaction. (1) Given the reactants [CH3:1][O:2][C:3]1[CH:12]=[CH:11][C:10]2[C:5](=[CH:6][C:7]([C:13]([O:15]CC)=[O:14])=[CH:8][CH:9]=2)[N:4]=1.[OH-].[Li+], predict the reaction product. The product is: [CH3:1][O:2][C:3]1[CH:12]=[CH:11][C:10]2[C:5](=[CH:6][C:7]([C:13]([OH:15])=[O:14])=[CH:8][CH:9]=2)[N:4]=1. (2) Given the reactants [N:1]1[CH:6]=[CH:5][C:4]([CH2:7][NH:8][C:9]([C:11]2[N:12](COCC[Si](C)(C)C)[C:13]([CH3:31])=[C:14]([C:16]3[CH:17]=[C:18]4[C:22](=[CH:23][CH:24]=3)[NH:21][C:20]([C:25]3[O:29][N:28]=[C:27]([CH3:30])[N:26]=3)=[CH:19]4)[N:15]=2)=[O:10])=[CH:3][CH:2]=1.Cl.C([O-])(O)=O.[Na+].[OH-].[Na+], predict the reaction product. The product is: [N:1]1[CH:2]=[CH:3][C:4]([CH2:7][NH:8][C:9]([C:11]2[NH:12][C:13]([CH3:31])=[C:14]([C:16]3[CH:17]=[C:18]4[C:22](=[CH:23][CH:24]=3)[NH:21][C:20]([C:25]3[O:29][N:28]=[C:27]([CH3:30])[N:26]=3)=[CH:19]4)[N:15]=2)=[O:10])=[CH:5][CH:6]=1. (3) Given the reactants [CH3:1][C:2]([CH2:14][CH2:15][CH2:16][CH:17]([CH3:29])[CH2:18][CH2:19][CH2:20][CH:21]([CH3:28])[CH2:22][CH2:23][CH2:24][CH:25]([CH3:27])[CH3:26])=[CH:3][CH2:4][CH2:5][C:6]([O:8][CH2:9][CH:10]([CH2:12][OH:13])[OH:11])=[O:7], predict the reaction product. The product is: [CH3:1][C:2]([CH2:14][CH2:15][CH2:16][CH:17]([CH3:29])[CH2:18][CH2:19][CH2:20][CH:21]([CH3:28])[CH2:22][CH2:23][CH2:24][CH:25]([CH3:27])[CH3:26])=[CH:3][CH2:4][CH2:5][C:6]([O:8][CH2:9][CH:10]([CH2:12][OH:13])[OH:11])=[O:7].[OH2:7]. (4) Given the reactants Cl[C:2]1[CH:7]=[C:6]([Cl:8])[N:5]=[CH:4][N:3]=1.[CH3:9][O:10][C:11]1[CH:16]=[CH:15][CH:14]=[CH:13][C:12]=1[NH:17][S:18]([C:21]1[CH:26]=[CH:25][CH:24]=[C:23](N)[CH:22]=1)(=[O:20])=[O:19].CCN(C(C)C)C(C)C, predict the reaction product. The product is: [CH3:9][O:10][C:11]1[CH:16]=[CH:15][CH:14]=[CH:13][C:12]=1[NH:17][S:18]([C:21]1[CH:26]=[CH:25][CH:24]=[C:23]([C:2]2[CH:7]=[C:6]([Cl:8])[N:5]=[CH:4][N:3]=2)[CH:22]=1)(=[O:19])=[O:20].